Task: Predict the product of the given reaction.. Dataset: Forward reaction prediction with 1.9M reactions from USPTO patents (1976-2016) (1) The product is: [Cl:8][C:6]1[N:5]=[CH:4][N:3]=[C:2]([NH:17][C@H:15]([C:9]2[CH:14]=[CH:13][CH:12]=[CH:11][CH:10]=2)[CH3:16])[CH:7]=1. Given the reactants Cl[C:2]1[CH:7]=[C:6]([Cl:8])[N:5]=[CH:4][N:3]=1.[C:9]1([C@@H:15]([NH2:17])[CH3:16])[CH:14]=[CH:13][CH:12]=[CH:11][CH:10]=1, predict the reaction product. (2) Given the reactants C(OC(=O)[NH:7][C:8]1[CH:13]=[CH:12][C:11]([C:14]2[CH:15]=[C:16]3[C:22]([C:23]4[CH:28]=[CH:27][CH:26]=[CH:25][C:24]=4[O:29][C:30]([F:33])([F:32])[F:31])=[N:21][N:20](COCC[Si](C)(C)C)[C:17]3=[N:18][CH:19]=2)=[CH:10][C:9]=1[C:42]([N:44]1[CH2:48][CH2:47][CH:46]([N:49]([CH3:51])[CH3:50])[CH2:45]1)=[O:43])(C)(C)C, predict the reaction product. The product is: [NH2:7][C:8]1[CH:13]=[CH:12][C:11]([C:14]2[CH:15]=[C:16]3[C:22]([C:23]4[CH:28]=[CH:27][CH:26]=[CH:25][C:24]=4[O:29][C:30]([F:33])([F:32])[F:31])=[N:21][NH:20][C:17]3=[N:18][CH:19]=2)=[CH:10][C:9]=1[C:42]([N:44]1[CH2:48][CH2:47][CH:46]([N:49]([CH3:51])[CH3:50])[CH2:45]1)=[O:43]. (3) Given the reactants [N+:1]([C:4]1[CH:5]=[C:6]([C:10]2[CH:14]=[C:13]([CH2:15][CH2:16][CH:17]=O)[O:12][N:11]=2)[CH:7]=[CH:8][CH:9]=1)([O-:3])=[O:2].[CH3:19][O:20][C:21]1[CH:26]=[CH:25][CH:24]=[CH:23][C:22]=1[N:27]1[CH2:32][CH2:31][NH:30][CH2:29][CH2:28]1.[BH-](OC(C)=O)(OC(C)=O)OC(C)=O.[Na+], predict the reaction product. The product is: [CH3:19][O:20][C:21]1[CH:26]=[CH:25][CH:24]=[CH:23][C:22]=1[N:27]1[CH2:32][CH2:31][N:30]([CH2:17][CH2:16][CH2:15][C:13]2[O:12][N:11]=[C:10]([C:6]3[CH:7]=[CH:8][CH:9]=[C:4]([N+:1]([O-:3])=[O:2])[CH:5]=3)[CH:14]=2)[CH2:29][CH2:28]1.